From a dataset of Reaction yield outcomes from USPTO patents with 853,638 reactions. Predict the reaction yield, written as a fraction of the theoretical maximum amount of product (1.0 means a 100% yield; for example, 0.34 means a 34% yield). (1) The reactants are C([N:8]1[CH2:13][CH:12]=[C:11]([C:14]2[C:22]3[C:17](=[CH:18][C:19]([F:23])=[CH:20][CH:21]=3)[NH:16][C:15]=2[CH2:24][CH3:25])[CH2:10][CH2:9]1)C1C=CC=CC=1. The catalyst is [Pd].CO. The product is [CH2:24]([C:15]1[NH:16][C:17]2[C:22]([C:14]=1[CH:11]1[CH2:12][CH2:13][NH:8][CH2:9][CH2:10]1)=[CH:21][CH:20]=[C:19]([F:23])[CH:18]=2)[CH3:25]. The yield is 0.850. (2) The reactants are C1(N=C=NC2CCCCC2)CCCCC1.[NH:16]1[C:20](=[O:21])[CH2:19][CH2:18][C@H:17]1[C:22]([OH:24])=O.[CH2:25]([NH2:32])[C:26]1[CH:31]=[CH:30][CH:29]=[CH:28][CH:27]=1.[C:33](OC([O-])=O)([O:35][C:36]([CH3:39])([CH3:38])[CH3:37])=[O:34].C(N(CC)CC)C. The catalyst is CN(C)C=O.CN(C)C1C=CN=CC=1. The product is [C:36]([O:35][C:33]([N:16]1[C:20](=[O:21])[CH2:19][CH2:18][C@H:17]1[C:22](=[O:24])[NH:32][CH2:25][C:26]1[CH:31]=[CH:30][CH:29]=[CH:28][CH:27]=1)=[O:34])([CH3:39])([CH3:38])[CH3:37]. The yield is 0.175. (3) The reactants are [CH:1]1([C:5]([C:7]2[CH:8]=[N:9][C:10]3[C:15]([C:16]=2Cl)=[N:14][C:13]([Cl:18])=[CH:12][CH:11]=3)=[O:6])[CH2:4][CH2:3][CH2:2]1.[NH2:19][C:20]1[CH:21]=[CH:22][C:23]([N:26]2[CH2:31][CH2:30][CH2:29][C@H:28]([NH:32][C:33](=[O:39])[O:34][C:35]([CH3:38])([CH3:37])[CH3:36])[CH2:27]2)=[N:24][CH:25]=1. No catalyst specified. The product is [Cl:18][C:13]1[N:14]=[C:15]2[C:10](=[CH:11][CH:12]=1)[N:9]=[CH:8][C:7]([C:5]([CH:1]1[CH2:4][CH2:3][CH2:2]1)=[O:6])=[C:16]2[NH:19][C:20]1[CH:21]=[CH:22][C:23]([N:26]2[CH2:31][CH2:30][CH2:29][C@H:28]([NH:32][C:33](=[O:39])[O:34][C:35]([CH3:37])([CH3:36])[CH3:38])[CH2:27]2)=[N:24][CH:25]=1. The yield is 0.780. (4) The reactants are [F:1][C:2]1[C:7]2[N:8]=[CH:9][S:10][C:6]=2[CH:5]=[C:4]([C:11]([NH:13][O:14][CH2:15][CH2:16][O:17]C=C)=[O:12])[C:3]=1[NH:20][C:21]1[CH:26]=[CH:25][C:24]([Br:27])=[CH:23][C:22]=1[Cl:28].Cl.C([O-])(O)=O.[Na+]. The catalyst is C(Cl)Cl. The product is [F:1][C:2]1[C:7]2[N:8]=[CH:9][S:10][C:6]=2[CH:5]=[C:4]([C:11]([NH:13][O:14][CH2:15][CH2:16][OH:17])=[O:12])[C:3]=1[NH:20][C:21]1[CH:26]=[CH:25][C:24]([Br:27])=[CH:23][C:22]=1[Cl:28]. The yield is 0.759.